Dataset: Catalyst prediction with 721,799 reactions and 888 catalyst types from USPTO. Task: Predict which catalyst facilitates the given reaction. (1) Reactant: Br[C:2]1[CH:7]=[CH:6][C:5]([CH:8]([O:10][CH3:11])[CH3:9])=[CH:4][CH:3]=1.[CH3:12][C:13]1([CH3:29])[C:17]([CH3:19])([CH3:18])[O:16][B:15]([B:15]2[O:16][C:17]([CH3:19])([CH3:18])[C:13]([CH3:29])([CH3:12])[O:14]2)[O:14]1.C([O-])(=O)C.[K+].O. Product: [CH3:11][O:10][CH:8]([C:5]1[CH:6]=[CH:7][C:2]([B:15]2[O:16][C:17]([CH3:19])([CH3:18])[C:13]([CH3:29])([CH3:12])[O:14]2)=[CH:3][CH:4]=1)[CH3:9]. The catalyst class is: 613. (2) Reactant: [CH2:1]([N:3]1[C:12]2[C:11](=O)[NH:10][CH2:9][C:8]([C:14]3[CH:19]=[CH:18][C:17]([O:20][CH3:21])=[CH:16][CH:15]=3)=[N:7][C:6]=2[C:5]([CH3:22])=[N:4]1)[CH3:2].COC1C=CC(P2(SP(C3C=CC(OC)=CC=3)(=S)S2)=[S:32])=CC=1. Product: [CH2:1]([N:3]1[C:12]2[C:11](=[S:32])[NH:10][CH2:9][C:8]([C:14]3[CH:19]=[CH:18][C:17]([O:20][CH3:21])=[CH:16][CH:15]=3)=[N:7][C:6]=2[C:5]([CH3:22])=[N:4]1)[CH3:2]. The catalyst class is: 11.